Dataset: Catalyst prediction with 721,799 reactions and 888 catalyst types from USPTO. Task: Predict which catalyst facilitates the given reaction. (1) Reactant: C([O:4][CH2:5][CH3:6])(=[O:3])C.[CH3:7][CH2:8][CH2:9][CH2:10][CH2:11]C.[O:13]1C[CH2:15][CH2:14]1.C1CCC([N:23]=C=NC2CCCCC2)CC1.C(OCC)(=O)C. Product: [C:5]1(=[O:4])[NH:23][C:14](=[O:13])[CH:15]=[CH:6]1.[CH2:8]([CH:9]1[CH2:10][CH2:11][O:3]1)[CH3:7]. The catalyst class is: 81. (2) Reactant: [C:1]1([C:38]2[CH:43]=[CH:42][CH:41]=[CH:40][CH:39]=2)[CH:6]=[CH:5][CH:4]=[CH:3][C:2]=1[NH:7][C:8]([O:10][CH:11]1[CH2:16][CH2:15][N:14]([CH2:17][CH2:18][N:19]([CH3:37])[C:20](=[O:36])[CH2:21][CH2:22][CH2:23][CH2:24][CH2:25][NH:26][C:27]2[CH:35]=[CH:34][C:30]([C:31](O)=[O:32])=[CH:29][CH:28]=2)[CH2:13][CH2:12]1)=[O:9].[N:44]1([C:50]([O:52][C:53]([CH3:56])([CH3:55])[CH3:54])=[O:51])[CH2:49][CH2:48][NH:47][CH2:46][CH2:45]1.C(N(CC)CC)C.Cl.C(N=C=NCCCN(C)C)C. Product: [C:1]1([C:38]2[CH:43]=[CH:42][CH:41]=[CH:40][CH:39]=2)[CH:6]=[CH:5][CH:4]=[CH:3][C:2]=1[NH:7][C:8]([O:10][CH:11]1[CH2:12][CH2:13][N:14]([CH2:17][CH2:18][N:19]([CH3:37])[C:20](=[O:36])[CH2:21][CH2:22][CH2:23][CH2:24][CH2:25][NH:26][C:27]2[CH:35]=[CH:34][C:30]([C:31]([N:47]3[CH2:48][CH2:49][N:44]([C:50]([O:52][C:53]([CH3:56])([CH3:55])[CH3:54])=[O:51])[CH2:45][CH2:46]3)=[O:32])=[CH:29][CH:28]=2)[CH2:15][CH2:16]1)=[O:9]. The catalyst class is: 2.